From a dataset of Reaction yield outcomes from USPTO patents with 853,638 reactions. Predict the reaction yield, written as a fraction of the theoretical maximum amount of product (1.0 means a 100% yield; for example, 0.34 means a 34% yield). (1) The reactants are [CH3:1][O:2][C:3]1[CH:4]=[C:5]2[C:10](=[CH:11][C:12]=1[O:13][CH3:14])[N:9]=[CH:8][CH:7]=[C:6]2[O:15][C:16]1[CH:21]=[CH:20][C:19]([NH:22][C:23]([C:25]2([C:28](O)=[O:29])[CH2:27][CH2:26]2)=[O:24])=[CH:18][CH:17]=1.[C:31]([O:35][C:36](=[O:46])[NH:37][CH2:38][C:39]1[CH:44]=[CH:43][C:42](N)=[CH:41][CH:40]=1)([CH3:34])([CH3:33])[CH3:32].C[N:48](C(ON1N=NC2C=CC=NC1=2)=[N+](C)C)C.F[P-](F)(F)(F)(F)F.CCN(C(C)C)C(C)C. The catalyst is O.CC(N(C)C)=O. The product is [C:31]([O:35][C:36](=[O:46])[NH:37][CH2:38][C:39]1[CH:44]=[CH:43][CH:42]=[C:41]([NH:48][C:28]([C:25]2([C:23](=[O:24])[NH:22][C:19]3[CH:18]=[CH:17][C:16]([O:15][C:6]4[C:5]5[C:10](=[CH:11][C:12]([O:13][CH3:14])=[C:3]([O:2][CH3:1])[CH:4]=5)[N:9]=[CH:8][CH:7]=4)=[CH:21][CH:20]=3)[CH2:26][CH2:27]2)=[O:29])[CH:40]=1)([CH3:34])([CH3:33])[CH3:32]. The yield is 0.790. (2) The reactants are [C:1]([O:5][C:6]([NH:8][C@H:9]1[CH2:14][C@@H:13]([CH2:15]O)[CH2:12][N:11]([C:17]([O:19][CH2:20][C:21]2[CH:26]=[CH:25][CH:24]=[CH:23][CH:22]=2)=[O:18])[CH2:10]1)=[O:7])([CH3:4])([CH3:3])[CH3:2].[F:27]C(F)(S(F)(=O)=O)C(F)(F)C(F)(F)C(F)(F)F.C(N(CC)CC)C. The catalyst is O1CCCC1. The product is [C:1]([O:5][C:6]([NH:8][C@H:9]1[CH2:14][C@@H:13]([CH2:15][F:27])[CH2:12][N:11]([C:17]([O:19][CH2:20][C:21]2[CH:26]=[CH:25][CH:24]=[CH:23][CH:22]=2)=[O:18])[CH2:10]1)=[O:7])([CH3:4])([CH3:3])[CH3:2]. The yield is 0.450.